From a dataset of Forward reaction prediction with 1.9M reactions from USPTO patents (1976-2016). Predict the product of the given reaction. (1) Given the reactants [NH2:1][C:2]1[C:7]2[C:8]([C:11]3[CH:16]=[CH:15][C:14]([NH:17][C:18]([C:20]4[N:21]([CH3:29])[C:22]5[C:27]([CH:28]=4)=[CH:26][CH:25]=[CH:24][CH:23]=5)=[O:19])=[C:13]([O:30][CH3:31])[CH:12]=3)=[CH:9][S:10][C:6]=2[C:5]([C:32]([NH:34][CH2:35][CH:36]2[CH2:40][CH2:39][CH2:38][NH:37]2)=[O:33])=[CH:4][N:3]=1.Cl.CN(CC(Cl)=[O:47])C.[CH:49]([N:52]([CH2:56]C)[CH:53](C)C)(C)[CH3:50], predict the reaction product. The product is: [NH2:1][C:2]1[C:7]2[C:8]([C:11]3[CH:16]=[CH:15][C:14]([NH:17][C:18]([C:20]4[N:21]([CH3:29])[C:22]5[C:27]([CH:28]=4)=[CH:26][CH:25]=[CH:24][CH:23]=5)=[O:19])=[C:13]([O:30][CH3:31])[CH:12]=3)=[CH:9][S:10][C:6]=2[C:5]([C:32]([NH:34][CH2:35][CH:36]2[CH2:40][CH2:39][CH2:38][N:37]2[CH2:50][C:49]([N:52]([CH3:56])[CH3:53])=[O:47])=[O:33])=[CH:4][N:3]=1. (2) Given the reactants Br[CH:2](C)[C:3]([C:5]1C=CC=CC=1)=[O:4].[F:12][C:13]1[CH:18]=[CH:17][CH:16]=[C:15]([F:19])[C:14]=1[CH2:20][C:21]([OH:23])=[O:22].[CH2:24]1[CH2:34][CH2:33]N2[C:27](=NCCC2)[CH2:26][CH2:25]1.Cl, predict the reaction product. The product is: [F:12][C:13]1[CH:18]=[CH:17][CH:16]=[C:15]([F:19])[C:14]=1[C:20]1[C:21](=[O:23])[O:22][C:3]([OH:4])([CH3:5])[C:2]=1[C:27]1[CH:26]=[CH:25][CH:24]=[CH:34][CH:33]=1.